This data is from Forward reaction prediction with 1.9M reactions from USPTO patents (1976-2016). The task is: Predict the product of the given reaction. Given the reactants [Br:1][C:2]1[CH:10]=[CH:9][C:5]([C:6]([OH:8])=O)=[CH:4][C:3]=1[O:11][CH3:12].C(=O)([O-])[O-].[K+].[K+].[C@H:19]12[CH2:25][C@H:22]([NH:23][CH2:24]1)[CH2:21][O:20]2.CN(C(ON1N=NC2C=CC=CC1=2)=[N+](C)C)C.[B-](F)(F)(F)F, predict the reaction product. The product is: [Br:1][C:2]1[CH:10]=[CH:9][C:5]([C:6]([N:23]2[CH2:24][C@@H:19]3[CH2:25][C@H:22]2[CH2:21][O:20]3)=[O:8])=[CH:4][C:3]=1[O:11][CH3:12].